Task: Regression/Classification. Given a drug SMILES string, predict its toxicity properties. Task type varies by dataset: regression for continuous values (e.g., LD50, hERG inhibition percentage) or binary classification for toxic/non-toxic outcomes (e.g., AMES mutagenicity, cardiotoxicity, hepatotoxicity). Dataset: herg_karim.. Dataset: hERG potassium channel inhibition data for cardiac toxicity prediction from Karim et al. The molecule is CC(C)[C@H](CO)Nc1nc(Nc2ccc(C(=O)O)c(Cl)c2)c2ncn(C(C)C)c2n1. The result is 0 (non-blocker).